Task: Regression. Given a peptide amino acid sequence and an MHC pseudo amino acid sequence, predict their binding affinity value. This is MHC class I binding data.. Dataset: Peptide-MHC class I binding affinity with 185,985 pairs from IEDB/IMGT (1) The peptide sequence is AENKKFKLH. The MHC is HLA-A69:01 with pseudo-sequence HLA-A69:01. The binding affinity (normalized) is 0.0847. (2) The peptide sequence is RQDEVGTPF. The MHC is HLA-A02:16 with pseudo-sequence HLA-A02:16. The binding affinity (normalized) is 0.366. (3) The peptide sequence is KKSAFYQSY. The MHC is HLA-A68:02 with pseudo-sequence HLA-A68:02. The binding affinity (normalized) is 0.0847. (4) The peptide sequence is ALLACAGLAY. The MHC is HLA-A68:01 with pseudo-sequence HLA-A68:01. The binding affinity (normalized) is 0.149. (5) The peptide sequence is KVGFIMLFH. The MHC is HLA-A02:11 with pseudo-sequence HLA-A02:11. The binding affinity (normalized) is 0.0847. (6) The peptide sequence is RRGWEVLKY. The MHC is HLA-A23:01 with pseudo-sequence HLA-A23:01. The binding affinity (normalized) is 0.00651. (7) The MHC is HLA-A30:02 with pseudo-sequence HLA-A30:02. The peptide sequence is GPSVASRAL. The binding affinity (normalized) is 0.213.